Dataset: Peptide-MHC class I binding affinity with 185,985 pairs from IEDB/IMGT. Task: Regression. Given a peptide amino acid sequence and an MHC pseudo amino acid sequence, predict their binding affinity value. This is MHC class I binding data. (1) The binding affinity (normalized) is 0.0847. The MHC is HLA-B57:01 with pseudo-sequence HLA-B57:01. The peptide sequence is MVAKYDLLV. (2) The peptide sequence is HSLIKYLKY. The MHC is Mamu-A02 with pseudo-sequence Mamu-A02. The binding affinity (normalized) is 0.341.